From a dataset of Catalyst prediction with 721,799 reactions and 888 catalyst types from USPTO. Predict which catalyst facilitates the given reaction. (1) Reactant: [CH3:1][C:2]1([CH3:25])[C:6]([CH3:10])([CH2:7][CH2:8]O)[C:5](=[O:11])[N:4]([C:12]2[CH:19]=[CH:18][C:15]([C:16]#[N:17])=[C:14]([C:20]([F:23])([F:22])[F:21])[CH:13]=2)[C:3]1=[O:24].C1(P(C2C=CC=CC=2)C2C=CC=CC=2)C=CC=CC=1.C(Br)(Br)(Br)[Br:46]. Product: [CH3:1][C:2]1([CH3:25])[C:6]([CH3:10])([CH2:7][CH2:8][Br:46])[C:5](=[O:11])[N:4]([C:12]2[CH:19]=[CH:18][C:15]([C:16]#[N:17])=[C:14]([C:20]([F:23])([F:22])[F:21])[CH:13]=2)[C:3]1=[O:24]. The catalyst class is: 4. (2) Reactant: [C:1]1([C:29]2[CH:34]=[CH:33][CH:32]=[CH:31][CH:30]=2)[CH:6]=[CH:5][C:4]([N:7]([C:23]2[CH:28]=[CH:27][CH:26]=[CH:25][CH:24]=2)[C:8]2[CH:20]=[CH:19][C:18]3[C:17]4[C:12](=[CH:13][CH:14]=[CH:15][CH:16]=4)[C:11]([CH3:22])([CH3:21])[C:10]=3[CH:9]=2)=[CH:3][CH:2]=1.C(OCC)(=O)C.[Br:41]N1C(=O)CCC1=O. Product: [C:1]1([C:29]2[CH:30]=[CH:31][CH:32]=[CH:33][CH:34]=2)[CH:6]=[CH:5][C:4]([N:7]([C:23]2[CH:24]=[CH:25][C:26]([Br:41])=[CH:27][CH:28]=2)[C:8]2[CH:20]=[CH:19][C:18]3[C:17]4[C:12](=[CH:13][CH:14]=[CH:15][CH:16]=4)[C:11]([CH3:22])([CH3:21])[C:10]=3[CH:9]=2)=[CH:3][CH:2]=1. The catalyst class is: 11. (3) Reactant: [CH:1]([NH:4][C:5]([N:7]1[CH2:12][CH2:11][CH:10]([CH2:13][C:14]2[CH:19]=[CH:18][C:17]([NH2:20])=[CH:16][CH:15]=2)[CH2:9][CH2:8]1)=[O:6])([CH3:3])[CH3:2].S(O)(O)(=O)=O.Cl[C:27]1[NH:28][CH2:29][CH2:30][N:31]=1. Product: [CH:1]([NH:4][C:5]([N:7]1[CH2:8][CH2:9][CH:10]([CH2:13][C:14]2[CH:15]=[CH:16][C:17]([NH:20][C:27]3[NH:31][CH2:30][CH2:29][N:28]=3)=[CH:18][CH:19]=2)[CH2:11][CH2:12]1)=[O:6])([CH3:3])[CH3:2]. The catalyst class is: 41. (4) Reactant: [C:1]([O:5][C:6](=[O:22])CC(NC(C1CCCCN1)=O)C(O)CF)(C)(C)C.[CH3:23]CN(C(C)C)C(C)C.[C:32]1([C:38]2S[CH:40]=[C:41]([C:43]([OH:45])=[O:44])[N:42]=2)[CH:37]=CC=CC=1.CN(C(ON1N=N[C:56]2[CH:57]=[CH:58][CH:59]=[CH:60][C:55]1=2)=[N+](C)C)C.[B-](F)(F)(F)F. Product: [CH3:23][O:45][C:43]([C@@H:41]1[CH2:40][CH2:37][CH2:32][CH2:38][N:42]1[C:6]([O:5][CH2:1][C:55]1[CH:56]=[CH:57][CH:58]=[CH:59][CH:60]=1)=[O:22])=[O:44]. The catalyst class is: 39. (5) Reactant: [CH:1]([O:4][C:5]1[CH:13]=[CH:12][C:11]([C:14]#[C:15][C:16]2[CH:21]=[CH:20][CH:19]=[CH:18][C:17]=2[O:22][CH3:23])=[CH:10][C:6]=1[C:7]([OH:9])=O)([CH3:3])[CH3:2].Cl.Cl.[NH2:26][CH:27]([CH2:30][C:31]1[C:35]2[CH:36]=[N:37][CH:38]=[CH:39][C:34]=2[NH:33][CH:32]=1)[CH2:28][OH:29].C1C=CC2N(O)N=NC=2C=1.CCN=C=NCCCN(C)C. Product: [OH:29][CH2:28][CH:27]([NH:26][C:7](=[O:9])[C:6]1[CH:10]=[C:11]([C:14]#[C:15][C:16]2[CH:21]=[CH:20][CH:19]=[CH:18][C:17]=2[O:22][CH3:23])[CH:12]=[CH:13][C:5]=1[O:4][CH:1]([CH3:2])[CH3:3])[CH2:30][C:31]1[C:35]2[CH:36]=[N:37][CH:38]=[CH:39][C:34]=2[NH:33][CH:32]=1. The catalyst class is: 851. (6) Reactant: [CH3:1][O:2][C:3]1[CH:4]=[CH:5][C:6]2[N:10]=[C:9]([SH:11])[NH:8][C:7]=2[CH:12]=1.[H-].[Na+].[CH2:15]([O:17][C:18](=[O:21])[CH2:19]Br)[CH3:16]. Product: [CH2:15]([O:17][C:18](=[O:21])[CH2:19][S:11][C:9]1[NH:8][C:7]2[CH:12]=[C:3]([O:2][CH3:1])[CH:4]=[CH:5][C:6]=2[N:10]=1)[CH3:16]. The catalyst class is: 3. (7) Reactant: [Br:1][C:2]1[N:7]=[C:6]2[N:8]([S:14]([C:17]3[CH:22]=[CH:21][CH:20]=[C:19]([F:23])[CH:18]=3)(=[O:16])=[O:15])[CH:9]=[C:10]([CH2:11][NH:12][CH3:13])[C:5]2=[CH:4][CH:3]=1.C(N(CC)CC)C.[C:39](O[C:39]([O:41][C:42]([CH3:45])([CH3:44])[CH3:43])=[O:40])([O:41][C:42]([CH3:45])([CH3:44])[CH3:43])=[O:40].O. Product: [Br:1][C:2]1[N:7]=[C:6]2[N:8]([S:14]([C:17]3[CH:22]=[CH:21][CH:20]=[C:19]([F:23])[CH:18]=3)(=[O:15])=[O:16])[CH:9]=[C:10]([CH2:11][N:12]([CH3:13])[C:39](=[O:40])[O:41][C:42]([CH3:43])([CH3:44])[CH3:45])[C:5]2=[CH:4][CH:3]=1. The catalyst class is: 4. (8) Reactant: [CH3:1]I.[H-].[Na+].[Br:5][C:6]1[N:7]=[C:8]([C:15]([C:17]2[CH:18]=[CH:19][C:20]3[NH:25][C:24](=[O:26])[O:23][C:22](=[O:27])[C:21]=3[CH:28]=2)=[O:16])[N:9]2[CH:14]=[CH:13][CH:12]=[CH:11][C:10]=12. Product: [Br:5][C:6]1[N:7]=[C:8]([C:15]([C:17]2[CH:18]=[CH:19][C:20]3[N:25]([CH3:1])[C:24](=[O:26])[O:23][C:22](=[O:27])[C:21]=3[CH:28]=2)=[O:16])[N:9]2[CH:14]=[CH:13][CH:12]=[CH:11][C:10]=12. The catalyst class is: 3. (9) Reactant: [C:1]([N:5]1[CH:9]=[C:8]([C:10]2[N:15]=[C:14]([S:16][CH3:17])[C:13]3[N:18]([CH3:21])[CH:19]=[N:20][C:12]=3[CH:11]=2)[CH:7]=[N:6]1)([CH3:4])([CH3:3])[CH3:2].C1C=C(Cl)C=C(C(OO)=[O:30])C=1.[OH2:33].CCOC(C)=O. Product: [C:1]([N:5]1[CH:9]=[C:8]([C:10]2[N:15]=[C:14]([S:16]([CH3:17])(=[O:30])=[O:33])[C:13]3[N:18]([CH3:21])[CH:19]=[N:20][C:12]=3[CH:11]=2)[CH:7]=[N:6]1)([CH3:4])([CH3:3])[CH3:2]. The catalyst class is: 2. (10) Reactant: Br[C:2]1[C:11]2[C:6](=[CH:7][CH:8]=[CH:9][CH:10]=2)[C:5](=[O:12])[O:4][C:3]=1[CH:13]([OH:15])[CH3:14].[F:16][C:17]1[CH:18]=[C:19](B(O)O)[CH:20]=[CH:21][CH:22]=1.C([O-])([O-])=O.[Cs+].[Cs+]. Product: [F:16][C:17]1[CH:22]=[C:21]([C:2]2[C:11]3[C:6](=[CH:7][CH:8]=[CH:9][CH:10]=3)[C:5](=[O:12])[O:4][C:3]=2[CH:13]([OH:15])[CH3:14])[CH:20]=[CH:19][CH:18]=1. The catalyst class is: 73.